From a dataset of Full USPTO retrosynthesis dataset with 1.9M reactions from patents (1976-2016). Predict the reactants needed to synthesize the given product. Given the product [Br:5][C:6]1[CH:11]=[C:10]([N+:1]([O-:4])=[O:2])[CH:9]=[C:8]([CH3:12])[N+:7]=1[O-:13], predict the reactants needed to synthesize it. The reactants are: [N+:1]([O-:4])(O)=[O:2].[Br:5][C:6]1[CH:11]=[CH:10][CH:9]=[C:8]([CH3:12])[N+:7]=1[O-:13].